The task is: Predict the reaction yield, written as a fraction of the theoretical maximum amount of product (1.0 means a 100% yield; for example, 0.34 means a 34% yield).. This data is from Reaction yield outcomes from USPTO patents with 853,638 reactions. (1) The reactants are [CH2:1]([C:3]1[C:8]2[N:9]=[C:10](N)[S:11][C:7]=2[CH:6]=[CH:5][CH:4]=1)[CH3:2].[OH-].[K+].[Cl:15][CH2:16]C(OC)(OC)OC. The catalyst is COCCO.O. The product is [Cl:15][CH2:16][C:10]1[S:11][C:7]2[CH:6]=[CH:5][CH:4]=[C:3]([CH2:1][CH3:2])[C:8]=2[N:9]=1. The yield is 0.340. (2) The reactants are Cl[CH2:2][CH2:3][CH2:4][N:5]1[CH2:10][C:9](=[O:11])[N:8]([CH2:12][CH2:13][CH2:14]Cl)[CH2:7][C:6]1=[O:16].[NH:17]1[CH2:22][CH2:21][CH:20]([O:23][C:24](=[O:38])[NH:25][C:26]2[CH:31]=[CH:30][CH:29]=[CH:28][C:27]=2[C:32]2[CH:37]=[CH:36][CH:35]=[CH:34][CH:33]=2)[CH2:19][CH2:18]1.CCN(C(C)C)C(C)C.[OH:48][C:49]1[CH:56]=[CH:55][C:52]([CH2:53][NH2:54])=[CH:51][CH:50]=1. The catalyst is CN(C=O)C. The product is [OH:48][C:49]1[CH:56]=[CH:55][C:52]([CH2:53][NH:54][CH2:2][CH2:3][CH2:4][N:5]2[C:6](=[O:16])[CH2:7][N:8]([CH2:12][CH2:13][CH2:14][N:17]3[CH2:18][CH2:19][CH:20]([O:23][C:24](=[O:38])[NH:25][C:26]4[CH:31]=[CH:30][CH:29]=[CH:28][C:27]=4[C:32]4[CH:37]=[CH:36][CH:35]=[CH:34][CH:33]=4)[CH2:21][CH2:22]3)[C:9](=[O:11])[CH2:10]2)=[CH:51][CH:50]=1. The yield is 0.100. (3) The reactants are [F:1][C:2]1[CH:3]=[CH:4][C:5]([CH3:19])=[C:6]([C:8]2[CH:17]=[C:16]3[C:11]([CH:12]=[C:13](N)[N:14]=[CH:15]3)=[CH:10][CH:9]=2)[CH:7]=1.C(Cl)(Cl)[Cl:21].N(OC(C)(C)C)=O.C([O-])([O-])=O.[Na+].[Na+]. The catalyst is C(OCC)(=O)C. The product is [Cl:21][C:13]1[N:14]=[CH:15][C:16]2[C:11]([CH:12]=1)=[CH:10][CH:9]=[C:8]([C:6]1[CH:7]=[C:2]([F:1])[CH:3]=[CH:4][C:5]=1[CH3:19])[CH:17]=2. The yield is 0.360. (4) The reactants are [OH:1][CH2:2][C:3]1[CH:10]=[CH:9][C:6]([C:7]#[N:8])=[CH:5][N:4]=1.[NH2:11][OH:12]. The catalyst is C(O)C. The product is [OH:12][N:11]=[C:7]([NH2:8])[C:6]1[CH:9]=[CH:10][C:3]([CH2:2][OH:1])=[N:4][CH:5]=1. The yield is 0.980. (5) The product is [CH2:28]([N:19]([CH2:17][CH3:18])[C:20]1[CH:27]=[CH:26][C:23]([CH2:24][N:14]2[CH2:15][CH2:16][N:11]([C:9]([C:7]3[O:8][C:4]([N+:1]([O-:3])=[O:2])=[CH:5][CH:6]=3)=[O:10])[CH2:12][CH2:13]2)=[CH:22][CH:21]=1)[CH3:29]. The yield is 0.420. The reactants are [N+:1]([C:4]1[O:8][C:7]([C:9]([N:11]2[CH2:16][CH2:15][NH:14][CH2:13][CH2:12]2)=[O:10])=[CH:6][CH:5]=1)([O-:3])=[O:2].[CH2:17]([N:19]([CH2:28][CH3:29])[C:20]1[CH:27]=[CH:26][C:23]([CH:24]=O)=[CH:22][CH:21]=1)[CH3:18].CC(O)=O. The catalyst is C1COCC1. (6) The reactants are [CH3:1][O:2][C:3]([C:5]1[S:9][C:8]([N:10]2[CH2:15][CH2:14][NH:13][CH2:12][CH2:11]2)=[N:7][CH:6]=1)=[O:4].[CH3:16][O:17][C:18]1[CH:19]=[C:20]([S:26](Cl)(=[O:28])=[O:27])[CH:21]=[CH:22][C:23]=1[O:24][CH3:25].C(N(CC)CC)C.O. The catalyst is ClCCl. The product is [CH3:1][O:2][C:3]([C:5]1[S:9][C:8]([N:10]2[CH2:11][CH2:12][N:13]([S:26]([C:20]3[CH:21]=[CH:22][C:23]([O:24][CH3:25])=[C:18]([O:17][CH3:16])[CH:19]=3)(=[O:28])=[O:27])[CH2:14][CH2:15]2)=[N:7][CH:6]=1)=[O:4]. The yield is 0.530. (7) The reactants are Cl.[F:2][C:3]1[CH:8]=[CH:7][CH:6]=[CH:5][C:4]=1[NH:9][NH2:10].[CH3:11][C:12]([CH3:19])([CH3:18])[C:13](=O)[CH2:14][C:15]#[N:16]. No catalyst specified. The product is [C:12]([C:13]1[CH:14]=[C:15]([NH2:16])[N:9]([C:4]2[CH:5]=[CH:6][CH:7]=[CH:8][C:3]=2[F:2])[N:10]=1)([CH3:19])([CH3:18])[CH3:11]. The yield is 0.660.